From a dataset of Reaction yield outcomes from USPTO patents with 853,638 reactions. Predict the reaction yield, written as a fraction of the theoretical maximum amount of product (1.0 means a 100% yield; for example, 0.34 means a 34% yield). The reactants are [CH3:1][C:2]1[NH:3][C:4]([C:13]2[CH:18]=[CH:17][CH:16]=[CH:15][CH:14]=2)=[C:5]([CH3:12])[C:6]=1[C:7]([O:9][CH2:10][CH3:11])=[O:8].[H-].[Na+].[C:21]1([S:27](Cl)(=[O:29])=[O:28])[CH:26]=[CH:25][CH:24]=[CH:23][CH:22]=1. No catalyst specified. The product is [CH3:1][C:2]1[N:3]([S:27]([C:21]2[CH:26]=[CH:25][CH:24]=[CH:23][CH:22]=2)(=[O:29])=[O:28])[C:4]([C:13]2[CH:14]=[CH:15][CH:16]=[CH:17][CH:18]=2)=[C:5]([CH3:12])[C:6]=1[C:7]([O:9][CH2:10][CH3:11])=[O:8]. The yield is 0.370.